Dataset: Retrosynthesis with 50K atom-mapped reactions and 10 reaction types from USPTO. Task: Predict the reactants needed to synthesize the given product. (1) Given the product CC(=C1C(=O)Nc2ccc(O)cc21)c1ccc[nH]1, predict the reactants needed to synthesize it. The reactants are: COc1ccc2c(c1)C(=C(C)c1ccc[nH]1)C(=O)N2. (2) Given the product CCNC(=O)Nc1[nH]cc(-c2ccc([N+](=O)[O-])cc2)c1C(N)=O, predict the reactants needed to synthesize it. The reactants are: CCN=C=O.NC(=O)c1c(-c2ccc([N+](=O)[O-])cc2)c[nH]c1N. (3) Given the product Cc1ccc(S(=O)(=O)OCCOc2ccc(C#N)cc2F)cc1, predict the reactants needed to synthesize it. The reactants are: Cc1ccc(S(=O)(=O)Cl)cc1.N#Cc1ccc(OCCO)c(F)c1. (4) The reactants are: CC(=O)OCCCCn1cnc2nc(NCc3ccc(Cl)c(Cl)c3)[nH]c(=O)c21. Given the product O=c1[nH]c(NCc2ccc(Cl)c(Cl)c2)nc2ncn(CCCCO)c12, predict the reactants needed to synthesize it. (5) Given the product O=C(CC1CCCC1)Nc1c(Cl)cc(Br)cc1Cl, predict the reactants needed to synthesize it. The reactants are: Nc1c(Cl)cc(Br)cc1Cl.O=C(Cl)CC1CCCC1. (6) Given the product CC(C)(C)OC(=O)Nc1ccc(C#Cc2nccs2)cc1[N+](=O)[O-], predict the reactants needed to synthesize it. The reactants are: Brc1nccs1.C#Cc1ccc(NC(=O)OC(C)(C)C)c([N+](=O)[O-])c1.